Dataset: Forward reaction prediction with 1.9M reactions from USPTO patents (1976-2016). Task: Predict the product of the given reaction. (1) Given the reactants C(OC([N:8]1[CH2:13][CH2:12][CH:11]([N:14]2[CH2:19][CH2:18][NH:17][C:16](=[O:20])[CH2:15]2)[CH2:10][CH2:9]1)=O)(C)(C)C.[ClH:21], predict the reaction product. The product is: [ClH:21].[O:20]=[C:16]1[NH:17][CH2:18][CH2:19][N:14]([CH:11]2[CH2:12][CH2:13][NH:8][CH2:9][CH2:10]2)[CH2:15]1. (2) Given the reactants [Cl:1][C:2]1[CH:3]=[C:4]([NH:9][C:10]2[C:11]3[CH2:18][C:17](=[O:19])[NH:16][C:12]=3[N:13]=[CH:14][N:15]=2)[CH:5]=[CH:6][C:7]=1[F:8].[CH3:20][C:21]1[CH:22]=[C:23]([CH:34]=O)[NH:24][C:25]=1[C:26]([N:28]1[CH2:33][CH2:32][O:31][CH2:30][CH2:29]1)=[O:27], predict the reaction product. The product is: [Cl:1][C:2]1[CH:3]=[C:4]([NH:9][C:10]2[C:11]3[C:18](=[CH:34][C:23]4[NH:24][C:25]([C:26]([N:28]5[CH2:29][CH2:30][O:31][CH2:32][CH2:33]5)=[O:27])=[C:21]([CH3:20])[CH:22]=4)[C:17](=[O:19])[NH:16][C:12]=3[N:13]=[CH:14][N:15]=2)[CH:5]=[CH:6][C:7]=1[F:8]. (3) Given the reactants [CH2:1]([O:8][C:9]1[CH:10]=[CH:11][C:12]2[N:16]=[CH:15][N:14]([C:17]3[S:18][C:19]([C:29](O)=[O:30])=[C:20]([C:22]4[CH:27]=[CH:26][CH:25]=[C:24]([Cl:28])[CH:23]=4)[N:21]=3)[C:13]=2[CH:32]=1)[C:2]1[CH:7]=[CH:6][CH:5]=[CH:4][CH:3]=1.C[N:34](C(N(C)C)=[N+]1C2C(=NC=CC=2)N=N1)C.F[P-](F)(F)(F)(F)F.[Cl-].[NH4+].C(N(C(C)C)C(C)C)C, predict the reaction product. The product is: [CH2:1]([O:8][C:9]1[CH:10]=[CH:11][C:12]2[N:16]=[CH:15][N:14]([C:17]3[S:18][C:19]([C:29]([NH2:34])=[O:30])=[C:20]([C:22]4[CH:27]=[CH:26][CH:25]=[C:24]([Cl:28])[CH:23]=4)[N:21]=3)[C:13]=2[CH:32]=1)[C:2]1[CH:3]=[CH:4][CH:5]=[CH:6][CH:7]=1.